This data is from Full USPTO retrosynthesis dataset with 1.9M reactions from patents (1976-2016). The task is: Predict the reactants needed to synthesize the given product. (1) Given the product [Cl:13][C:14]1[N:19]=[C:18]([O:11][CH2:10][CH2:9][CH2:8][OH:12])[CH:17]=[CH:16][N:15]=1, predict the reactants needed to synthesize it. The reactants are: [H-].[Na+].C1COCC1.[CH2:8]([OH:12])[CH2:9][CH2:10][OH:11].[Cl:13][C:14]1[N:19]=[C:18](Cl)[CH:17]=[CH:16][N:15]=1. (2) Given the product [CH2:15]([N:22]1[CH2:27][C@H:26]([CH3:28])[N:25]([C:2]2[O:3][C:4]3[C:5](=[C:7]([C:11]([O:13][CH3:14])=[O:12])[CH:8]=[CH:9][CH:10]=3)[N:6]=2)[C@@H:24]([CH3:29])[C:23]1=[O:30])[C:16]1[CH:17]=[CH:18][CH:19]=[CH:20][CH:21]=1, predict the reactants needed to synthesize it. The reactants are: Cl[C:2]1[O:3][C:4]2[C:5](=[C:7]([C:11]([O:13][CH3:14])=[O:12])[CH:8]=[CH:9][CH:10]=2)[N:6]=1.[CH2:15]([N:22]1[CH2:27][C@H:26]([CH3:28])[NH:25][C@@H:24]([CH3:29])[C:23]1=[O:30])[C:16]1[CH:21]=[CH:20][CH:19]=[CH:18][CH:17]=1.C(=O)([O-])[O-].[K+].[K+]. (3) Given the product [F:20][C:17]([F:18])([F:19])[C:12]([C:3]1[CH:4]=[CH:5][C:6]2[C:11](=[CH:10][CH:9]=[CH:8][CH:7]=2)[C:2]=1[NH:1][C:27]([C:26]1[S:22][C:23]2[CH:33]=[CH:32][CH:31]=[CH:30][C:24]=2[CH:25]=1)=[O:28])([OH:21])[C:13]([F:14])([F:15])[F:16], predict the reactants needed to synthesize it. The reactants are: [NH2:1][C:2]1[C:11]2[C:6](=[CH:7][CH:8]=[CH:9][CH:10]=2)[CH:5]=[CH:4][C:3]=1[C:12]([OH:21])([C:17]([F:20])([F:19])[F:18])[C:13]([F:16])([F:15])[F:14].[S:22]1[C:26]([C:27](Cl)=[O:28])=[CH:25][C:24]2[CH:30]=[CH:31][CH:32]=[CH:33][C:23]1=2. (4) Given the product [F:51][C:16]([F:15])([F:50])[C:17]1[CH:18]=[C:19]([CH:43]=[C:44]([C:46]([F:47])([F:48])[F:49])[CH:45]=1)[C:20]([N:22]1[CH2:27][CH2:26][N:25]([CH2:58][C:56]2[CH:55]=[N:54][N:53]([CH3:52])[CH:57]=2)[CH2:24][C@H:23]1[CH2:28][C:29]1[CH:34]=[CH:33][C:32]([CH3:35])=[C:31]([O:36][CH2:37][O:38][CH2:39][CH2:40][O:41][CH3:42])[CH:30]=1)=[O:21], predict the reactants needed to synthesize it. The reactants are: C(O[BH-](OC(=O)C)OC(=O)C)(=O)C.[Na+].[F:15][C:16]([F:51])([F:50])[C:17]1[CH:18]=[C:19]([CH:43]=[C:44]([C:46]([F:49])([F:48])[F:47])[CH:45]=1)[C:20]([N:22]1[CH2:27][CH2:26][NH:25][CH2:24][C@H:23]1[CH2:28][C:29]1[CH:34]=[CH:33][C:32]([CH3:35])=[C:31]([O:36][CH2:37][O:38][CH2:39][CH2:40][O:41][CH3:42])[CH:30]=1)=[O:21].[CH3:52][N:53]1[CH:57]=[C:56]([CH:58]=O)[CH:55]=[N:54]1. (5) Given the product [CH2:33]([NH:36][C:37](=[O:38])[N:24]([CH2:25][C:26]1[CH:27]=[CH:28][C:29]([Cl:32])=[CH:30][CH:31]=1)[C:21]1[CH:22]=[CH:23][C:18]([C:11]2[C:12]([NH2:17])=[N:13][C:14]([NH2:16])=[N:15][C:10]=2[CH2:9][O:8][CH2:1][C:2]2[CH:3]=[CH:4][CH:5]=[CH:6][CH:7]=2)=[CH:19][CH:20]=1)[CH:34]=[CH2:35], predict the reactants needed to synthesize it. The reactants are: [CH2:1]([O:8][CH2:9][C:10]1[N:15]=[C:14]([NH2:16])[N:13]=[C:12]([NH2:17])[C:11]=1[C:18]1[CH:23]=[CH:22][C:21]([NH:24][CH2:25][C:26]2[CH:31]=[CH:30][C:29]([Cl:32])=[CH:28][CH:27]=2)=[CH:20][CH:19]=1)[C:2]1[CH:7]=[CH:6][CH:5]=[CH:4][CH:3]=1.[CH2:33]([N:36]=[C:37]=[O:38])[CH:34]=[CH2:35]. (6) Given the product [CH3:1][O:2][C:3](=[O:33])[CH2:4][C@H:5]1[C:9]2[CH:10]=[CH:11][C:12]([O:14][C@H:15]3[C:23]4[C:18](=[C:19]([O:25][C:26]5[CH:27]=[CH:28][C:29]([O:32][CH2:40][CH2:39][CH2:38][S:35]([CH3:34])(=[O:37])=[O:36])=[CH:30][CH:31]=5)[CH:20]=[CH:21][C:22]=4[F:24])[CH2:17][CH2:16]3)=[CH:13][C:8]=2[O:7][CH2:6]1, predict the reactants needed to synthesize it. The reactants are: [CH3:1][O:2][C:3](=[O:33])[CH2:4][C@H:5]1[C:9]2[CH:10]=[CH:11][C:12]([O:14][C@H:15]3[C:23]4[C:18](=[C:19]([O:25][C:26]5[CH:31]=[CH:30][C:29]([OH:32])=[CH:28][CH:27]=5)[CH:20]=[CH:21][C:22]=4[F:24])[CH2:17][CH2:16]3)=[CH:13][C:8]=2[O:7][CH2:6]1.[CH3:34][S:35]([CH2:38][CH2:39][CH2:40]OS(C1C=CC(C)=CC=1)(=O)=O)(=[O:37])=[O:36]. (7) Given the product [NH2:1][C:5]1[CH:6]=[C:7]([C:12]([OH:14])=[O:13])[C:8]([OH:11])=[CH:9][CH:10]=1, predict the reactants needed to synthesize it. The reactants are: [NH:1]([C:5]1[CH:10]=[CH:9][C:8]([OH:11])=[CH:7][CH:6]=1)C(C)=O.[C:12](=O)([O-:14])[O-:13].[K+].[K+].C(=O)=O. (8) Given the product [NH2:6][CH:7]([C:12]1[CH:17]=[CH:16][CH:15]=[C:14]([F:18])[CH:13]=1)[CH2:8][C:9]([O:11][CH2:1][CH2:2][CH2:3][CH3:4])=[O:10], predict the reactants needed to synthesize it. The reactants are: [CH2:1](O)[CH2:2][CH2:3][CH3:4].[NH2:6][CH:7]([C:12]1[CH:17]=[CH:16][CH:15]=[C:14]([F:18])[CH:13]=1)[CH2:8][C:9]([OH:11])=[O:10].S(=O)(=O)(O)O.[OH-].[Na+]. (9) Given the product [CH2:32]([N:29]1[CH2:30][CH2:31][C:25]2[C:24]([N:34]3[CH2:39][CH2:38][O:37][CH2:36][C@@H:35]3[CH3:40])=[N:23][C:22]([C:19]3[CH:18]=[CH:17][C:16]([NH:15][C:11]4[NH:10][C:9](=[O:8])[CH:14]=[CH:13][N:12]=4)=[CH:21][CH:20]=3)=[N:27][C:26]=2[CH2:28]1)[CH3:33], predict the reactants needed to synthesize it. The reactants are: C([O:8][C:9]1[CH:14]=[CH:13][N:12]=[C:11]([NH:15][C:16]2[CH:21]=[CH:20][C:19]([C:22]3[N:23]=[C:24]([N:34]4[CH2:39][CH2:38][O:37][CH2:36][C@@H:35]4[CH3:40])[C:25]4[CH2:31][CH2:30][N:29]([CH2:32][CH3:33])[CH2:28][C:26]=4[N:27]=3)=[CH:18][CH:17]=2)[N:10]=1)C1C=CC=CC=1.CO.C(O)(=O)C.O1CCCC1.